From a dataset of Reaction yield outcomes from USPTO patents with 853,638 reactions. Predict the reaction yield, written as a fraction of the theoretical maximum amount of product (1.0 means a 100% yield; for example, 0.34 means a 34% yield). (1) The reactants are Cl.[Br:2][C:3]1[CH:8]=[C:7]([N+:9]([O-])=O)[CH:6]=[C:5]([C:12]([F:15])([F:14])[F:13])[C:4]=1[NH2:16]. The catalyst is O1CCCC1.[Zn]. The product is [Br:2][C:3]1[CH:8]=[C:7]([NH2:9])[CH:6]=[C:5]([C:12]([F:15])([F:14])[F:13])[C:4]=1[NH2:16]. The yield is 0.980. (2) The yield is 0.200. The catalyst is CN(C=O)C.C(Cl)Cl.N1C=CC=CC=1.C([O-])(O)=O.[Na+].O. The product is [Cl:16][C:17]1[CH:22]=[CH:21][C:20]([C:23]23[N:40]([C:13]([C:12]4[C:8]([CH3:7])=[N:9][O:10][CH:11]=4)=[O:15])[CH2:39][CH2:38][N:24]2[C:25](=[O:37])[C:26]2[N:27]([CH:29]=[C:30]([C:32]([N:34]([CH3:36])[CH3:35])=[O:33])[CH:31]=2)[CH2:28]3)=[CH:19][CH:18]=1. The reactants are C(Cl)(=O)C(Cl)=O.[CH3:7][C:8]1[C:12]([C:13]([OH:15])=O)=[CH:11][O:10][N:9]=1.[Cl:16][C:17]1[CH:22]=[CH:21][C:20]([C:23]23[NH:40][CH2:39][CH2:38][N:24]2[C:25](=[O:37])[C:26]2[N:27]([CH:29]=[C:30]([C:32]([N:34]([CH3:36])[CH3:35])=[O:33])[CH:31]=2)[CH2:28]3)=[CH:19][CH:18]=1.C(#N)C. (3) The reactants are [Cl:1][C:2]1[CH:7]=[C:6]([O:8][C:9]2[C:18]3[C:13](=[CH:14][C:15]([O:21][CH3:22])=[C:16]([O:19][CH3:20])[CH:17]=3)[N:12]=[CH:11][CH:10]=2)[CH:5]=[CH:4][C:3]=1[NH:23][C:24]([NH:26][C:27]1[CH:31]=[C:30]([CH3:32])[O:29][N:28]=1)=[O:25].CO.[S:35](=[O:39])(=[O:38])([OH:37])[OH:36].O. The catalyst is C(#N)C. The product is [S:35]([OH:39])([OH:38])(=[O:37])=[O:36].[Cl:1][C:2]1[CH:7]=[C:6]([O:8][C:9]2[C:18]3[C:13](=[CH:14][C:15]([O:21][CH3:22])=[C:16]([O:19][CH3:20])[CH:17]=3)[N:12]=[CH:11][CH:10]=2)[CH:5]=[CH:4][C:3]=1[NH:23][C:24]([NH:26][C:27]1[CH:31]=[C:30]([CH3:32])[O:29][N:28]=1)=[O:25]. The yield is 0.780. (4) The reactants are [NH:1]([C:5]1[CH:6]=[C:7]([CH:11]=[CH:12][CH:13]=1)[C:8]([OH:10])=[O:9])[C:2]([NH2:4])=[S:3].BrBr. The catalyst is C(Cl)(Cl)Cl. The product is [NH2:4][C:2]1[S:3][C:6]2[C:7]([C:8]([OH:10])=[O:9])=[CH:11][CH:12]=[CH:13][C:5]=2[N:1]=1. The yield is 0.980. (5) The reactants are [C:1]([CH2:3][CH2:4][C:5]1[CH:6]=[C:7]([CH:12]=[CH:13][CH:14]=1)[C:8]([O:10]C)=[O:9])#[N:2].O1CCCC1.[OH-].[Na+].Cl. The catalyst is CO. The product is [C:1]([CH2:3][CH2:4][C:5]1[CH:6]=[C:7]([CH:12]=[CH:13][CH:14]=1)[C:8]([OH:10])=[O:9])#[N:2]. The yield is 0.960.